From a dataset of Full USPTO retrosynthesis dataset with 1.9M reactions from patents (1976-2016). Predict the reactants needed to synthesize the given product. (1) Given the product [CH3:17][C:3]1[N:4]=[C:5]2[N:9]([C:10](=[O:11])[C:2]=1[C:24]1[CH:23]=[CH:22][C:21]([O:20][C:19]([F:18])([F:30])[F:31])=[CH:26][CH:25]=1)[C:8]1[CH:12]=[CH:13][CH:14]=[CH:15][C:7]=1[N:6]2[CH3:16], predict the reactants needed to synthesize it. The reactants are: I[C:2]1[C:10](=[O:11])[N:9]2[C:5]([N:6]([CH3:16])[C:7]3[CH:15]=[CH:14][CH:13]=[CH:12][C:8]=32)=[N:4][C:3]=1[CH3:17].[F:18][C:19]([F:31])([F:30])[O:20][C:21]1[CH:26]=[CH:25][C:24](B(O)O)=[CH:23][CH:22]=1.C([O-])([O-])=O.[Na+].[Na+].FC1C=C(C2C(=O)N3C=CSC3=NC=2C)C=C(F)C=1. (2) Given the product [C:19]([C:22]1[CH:23]=[CH:24][C:25]([S:28]([NH:12][CH2:11][C:1]2[C:10]3[C:5](=[CH:6][CH:7]=[CH:8][CH:9]=3)[CH:4]=[CH:3][CH:2]=2)(=[O:30])=[O:29])=[CH:26][CH:27]=1)(=[O:21])[CH3:20], predict the reactants needed to synthesize it. The reactants are: [C:1]1([CH2:11][NH2:12])[C:10]2[C:5](=[CH:6][CH:7]=[CH:8][CH:9]=2)[CH:4]=[CH:3][CH:2]=1.N1C=CC=CC=1.[C:19]([C:22]1[CH:27]=[CH:26][C:25]([S:28](Cl)(=[O:30])=[O:29])=[CH:24][CH:23]=1)(=[O:21])[CH3:20]. (3) Given the product [CH3:33][N:34]([CH3:35])[C:36]1[CH:41]=[C:40]([C:2]2[N:7]=[C:6]([O:8][C:9]3[CH:14]=[CH:13][C:12]([F:15])=[C:11]([C:16]([F:19])([F:18])[F:17])[CH:10]=3)[C:5]([NH2:20])=[C:4]([O:21][C:22]3[CH:27]=[CH:26][C:25]([F:28])=[C:24]([C:29]([F:32])([F:31])[F:30])[CH:23]=3)[N:3]=2)[CH:39]=[CH:38][CH:37]=1, predict the reactants needed to synthesize it. The reactants are: Br[C:2]1[N:7]=[C:6]([O:8][C:9]2[CH:14]=[CH:13][C:12]([F:15])=[C:11]([C:16]([F:19])([F:18])[F:17])[CH:10]=2)[C:5]([NH2:20])=[C:4]([O:21][C:22]2[CH:27]=[CH:26][C:25]([F:28])=[C:24]([C:29]([F:32])([F:31])[F:30])[CH:23]=2)[N:3]=1.[CH3:33][N:34]([C:36]1[CH:37]=[C:38](B(O)O)[CH:39]=[CH:40][CH:41]=1)[CH3:35].[O-]P([O-])([O-])=O.[K+].[K+].[K+]. (4) The reactants are: [CH2:1]([O:8][C:9]1[C:10]([N:21]2[S:25](=[O:27])(=[O:26])[NH:24][C:23](=[O:28])[CH2:22]2)=[C:11]([F:20])[C:12]2[C:17]([CH:18]=1)=[CH:16][CH:15]=[C:14](Br)[CH:13]=2)[C:2]1[CH:7]=[CH:6][CH:5]=[CH:4][CH:3]=1.[CH3:29][C:30]1(C)C(C)(C)OB(C=C)O1.C([O-])([O-])=O.[Na+].[Na+]. Given the product [CH2:1]([O:8][C:9]1[C:10]([N:21]2[S:25](=[O:27])(=[O:26])[NH:24][C:23](=[O:28])[CH2:22]2)=[C:11]([F:20])[C:12]2[C:17]([CH:18]=1)=[CH:16][CH:15]=[C:14]([CH:29]=[CH2:30])[CH:13]=2)[C:2]1[CH:7]=[CH:6][CH:5]=[CH:4][CH:3]=1, predict the reactants needed to synthesize it. (5) Given the product [C:70]([N:74]1[CH2:75][CH2:76][N:77]([CH2:80][C:81]#[C:82][C:36]2[CH:37]=[C:38]([C:42]3[CH:47]=[C:46]([NH:48][CH:49]([CH3:51])[CH3:50])[N:45]=[C:44]([C:52]4[CH:57]=[CH:56][CH:55]=[CH:54][N:53]=4)[CH:43]=3)[CH:39]=[N:40][CH:41]=2)[CH2:78][CH2:79]1)([CH3:73])([CH3:72])[CH3:71], predict the reactants needed to synthesize it. The reactants are: C1(NC2N=C(C3C=CC=CN=3)C=C(C3C=NC=C(C#CCN4CCN(C(C)C)CC4)C=3)C=2)CC1.Br[C:36]1[CH:37]=[C:38]([C:42]2[CH:47]=[C:46]([NH:48][CH:49]([CH3:51])[CH3:50])[N:45]=[C:44]([C:52]3[CH:57]=[CH:56][CH:55]=[CH:54][N:53]=3)[CH:43]=2)[CH:39]=[N:40][CH:41]=1.C(N1CCN(CC#C)CC1)(C)C.[C:70]([N:74]1[CH2:79][CH2:78][N:77]([CH2:80][C:81]#[CH:82])[CH2:76][CH2:75]1)([CH3:73])([CH3:72])[CH3:71]. (6) Given the product [C:1]([O:5][C:6](=[O:30])[NH:7][C@H:8]1[CH2:9][CH2:10][N:14]([C:15]2[CH:20]=[CH:19][C:18]([O:21][CH2:22][C:23]3[CH:28]=[CH:27][CH:26]=[CH:25][CH:24]=3)=[CH:17][CH:16]=2)[C:13]1=[O:29])([CH3:4])([CH3:3])[CH3:2], predict the reactants needed to synthesize it. The reactants are: [C:1]([O:5][C:6](=[O:30])[NH:7][C@H:8]([C:13](=[O:29])[NH:14][C:15]1[CH:20]=[CH:19][C:18]([O:21][CH2:22][C:23]2[CH:28]=[CH:27][CH:26]=[CH:25][CH:24]=2)=[CH:17][CH:16]=1)[CH2:9][CH2:10]SC)([CH3:4])([CH3:3])[CH3:2].CI.